The task is: Predict the reaction yield, written as a fraction of the theoretical maximum amount of product (1.0 means a 100% yield; for example, 0.34 means a 34% yield).. This data is from Reaction yield outcomes from USPTO patents with 853,638 reactions. (1) The reactants are [C:1](OC(=O)C)(=[O:3])[CH3:2].N1C=CC=CC=1.[S:14]1[CH:18]=[CH:17][C:16]2[C:19]([N:23]3[CH2:28][CH2:27][N:26]([CH2:29][CH2:30][CH2:31][O:32][C:33]4[CH:42]=[C:41]5[C:36]([CH2:37][CH2:38][CH2:39][NH:40]5)=[CH:35][CH:34]=4)[CH2:25][CH2:24]3)=[CH:20][CH:21]=[CH:22][C:15]1=2.C(Cl)[Cl:44]. No catalyst specified. The product is [ClH:44].[C:1]([N:40]1[C:41]2[C:36](=[CH:35][CH:34]=[C:33]([O:32][CH2:31][CH2:30][CH2:29][N:26]3[CH2:25][CH2:24][N:23]([C:19]4[C:16]5[CH:17]=[CH:18][S:14][C:15]=5[CH:22]=[CH:21][CH:20]=4)[CH2:28][CH2:27]3)[CH:42]=2)[CH2:37][CH2:38][CH2:39]1)(=[O:3])[CH3:2]. The yield is 0.520. (2) The reactants are [NH2:1][C:2]1[N:7]=[CH:6][N:5]=[C:4]2[N:8]([CH:12]([C:14]3[CH:21]=[C:20]([CH3:22])[C:17]([C:18]#[N:19])=[C:16]([CH:23]4[CH2:26][NH:25][CH2:24]4)[C:15]=3[O:27][CH2:28][CH3:29])[CH3:13])[N:9]=[C:10]([CH3:11])[C:3]=12.[CH3:30][C:31]([CH3:33])=O.C([BH3-])#N.[Na+]. The catalyst is CO. The product is [NH2:1][C:2]1[N:7]=[CH:6][N:5]=[C:4]2[N:8]([CH:12]([C:14]3[CH:21]=[C:20]([CH3:22])[C:17]([C:18]#[N:19])=[C:16]([CH:23]4[CH2:26][N:25]([CH:31]([CH3:33])[CH3:30])[CH2:24]4)[C:15]=3[O:27][CH2:28][CH3:29])[CH3:13])[N:9]=[C:10]([CH3:11])[C:3]=12. The yield is 0.400. (3) The reactants are Cl[C:2]1[N:7]=[C:6](Cl)[C:5]([F:9])=[CH:4][N:3]=1.[N+:10]([C:13]1[CH:14]=[C:15]([CH:17]=[CH:18][CH:19]=1)[NH2:16])([O-:12])=[O:11]. The catalyst is CO.O. The product is [N+:10]([C:13]1[CH:14]=[C:15]([NH:16][C:2]2[N:7]=[C:6]([NH:16][C:15]3[CH:17]=[CH:18][CH:19]=[C:13]([N+:10]([O-:12])=[O:11])[CH:14]=3)[C:5]([F:9])=[CH:4][N:3]=2)[CH:17]=[CH:18][CH:19]=1)([O-:12])=[O:11]. The yield is 0.760. (4) The reactants are N(C(OC(C)C)=O)=NC(OC(C)C)=O.[OH:15][C:16]1[CH:21]=[CH:20][C:19]([CH2:22][CH:23]([C:30]2[CH:35]=[CH:34][CH:33]=[CH:32][N:31]=2)[CH2:24][C:25]([O:27][CH2:28][CH3:29])=[O:26])=[CH:18][CH:17]=1.[CH3:36][NH:37][C:38]1[N:43]=[C:42]([CH:44](O)[CH3:45])[CH:41]=[CH:40][CH:39]=1.C1(P(C2C=CC=CC=2)C2C=CC=CC=2)C=CC=CC=1. The catalyst is C1COCC1. The product is [CH3:36][NH:37][C:38]1[N:43]=[C:42]([CH2:44][CH2:45][O:15][C:16]2[CH:17]=[CH:18][C:19]([CH2:22][CH:23]([C:30]3[CH:35]=[CH:34][CH:33]=[CH:32][N:31]=3)[CH2:24][C:25]([O:27][CH2:28][CH3:29])=[O:26])=[CH:20][CH:21]=2)[CH:41]=[CH:40][CH:39]=1. The yield is 0.550. (5) The reactants are [Cl:1][C:2]1[CH:7]=[CH:6][C:5](I)=[C:4]([F:9])[CH:3]=1.[NH:10]1[CH2:14][CH2:13][CH2:12][C:11]1=[O:15].[C@@H]1(N)CCCC[C@H]1N.P([O-])([O-])([O-])=O.[K+].[K+].[K+].O1CCOCC1. The catalyst is [Cu]I. The product is [Cl:1][C:2]1[CH:7]=[CH:6][C:5]([N:10]2[CH2:14][CH2:13][CH2:12][C:11]2=[O:15])=[C:4]([F:9])[CH:3]=1. The yield is 1.08. (6) The reactants are [CH2:1]([C:5]1([N:33]([CH3:35])[CH3:34])[CH2:10][CH2:9][C:8]([C:22]2[N:23]([CH3:32])[C:24]3[C:29]([C:30]=2[CH3:31])=[CH:28][CH:27]=[CH:26][CH:25]=3)([C:11]2[N:12]([CH3:21])[C:13]3[C:18]([C:19]=2[CH3:20])=[CH:17][CH:16]=[CH:15][CH:14]=3)[CH2:7][CH2:6]1)[CH2:2][CH2:3][CH3:4].[Cl:36][Si](C)(C)C. The catalyst is C1CCCCC1. The product is [ClH:36].[CH2:1]([C:5]1([N:33]([CH3:35])[CH3:34])[CH2:10][CH2:9][C:8]([C:22]2[N:23]([CH3:32])[C:24]3[C:29]([C:30]=2[CH3:31])=[CH:28][CH:27]=[CH:26][CH:25]=3)([C:11]2[N:12]([CH3:21])[C:13]3[C:18]([C:19]=2[CH3:20])=[CH:17][CH:16]=[CH:15][CH:14]=3)[CH2:7][CH2:6]1)[CH2:2][CH2:3][CH3:4]. The yield is 0.950.